From a dataset of Forward reaction prediction with 1.9M reactions from USPTO patents (1976-2016). Predict the product of the given reaction. (1) Given the reactants Cl[C:2]1[N:7]=[C:6]([NH:8][C:9]2[CH:14]=[CH:13][C:12]([CH3:15])=[CH:11][CH:10]=2)[CH:5]=[C:4]([CH:16]([CH3:18])[CH3:17])[N:3]=1.[N:19]1([C:25]([O:27][C:28]([CH3:31])([CH3:30])[CH3:29])=[O:26])[CH2:24][CH2:23][NH:22][CH2:21][CH2:20]1.C(N(CC)C(C)C)(C)C, predict the reaction product. The product is: [CH:16]([C:4]1[CH:5]=[C:6]([NH:8][C:9]2[CH:14]=[CH:13][C:12]([CH3:15])=[CH:11][CH:10]=2)[N:7]=[C:2]([N:22]2[CH2:21][CH2:20][N:19]([C:25]([O:27][C:28]([CH3:31])([CH3:30])[CH3:29])=[O:26])[CH2:24][CH2:23]2)[N:3]=1)([CH3:18])[CH3:17]. (2) Given the reactants FC(F)(F)C(O)=O.C([SiH](CC)CC)C.[Cl:15][C:16]1[S:20][C:19]([C:21]([NH:23][C:24]2[CH:32]=[CH:31][CH:30]=[C:29]3[C:25]=2[C:26](=[O:42])[N:27]([CH2:34][C:35]2[CH:40]=[CH:39][C:38]([I:41])=[CH:37][CH:36]=2)[CH:28]3O)=[O:22])=[CH:18][CH:17]=1.C(=O)(O)[O-].[Na+], predict the reaction product. The product is: [Cl:15][C:16]1[S:20][C:19]([C:21]([NH:23][C:24]2[CH:32]=[CH:31][CH:30]=[C:29]3[C:25]=2[C:26](=[O:42])[N:27]([CH2:34][C:35]2[CH:40]=[CH:39][C:38]([I:41])=[CH:37][CH:36]=2)[CH2:28]3)=[O:22])=[CH:18][CH:17]=1. (3) Given the reactants [Cl:1][C:2]1[CH:7]=[C:6]([OH:8])[CH:5]=[CH:4][C:3]=1[CH2:9][CH2:10][C:11]([C:13]1[S:20][C:19]([CH3:21])=[C:18]2[C:14]=1[CH2:15][C@H:16]1[C:22]([CH3:24])([CH3:23])[C@H:17]12)=[O:12].[CH2:25]([CH:27]1[O:29][CH2:28]1)Cl, predict the reaction product. The product is: [Cl:1][C:2]1[CH:7]=[C:6]([O:8][CH2:25][CH:27]2[CH2:28][O:29]2)[CH:5]=[CH:4][C:3]=1[CH2:9][CH2:10][C:11]([C:13]1[S:20][C:19]([CH3:21])=[C:18]2[C:14]=1[CH2:15][C@H:16]1[C:22]([CH3:24])([CH3:23])[C@H:17]12)=[O:12]. (4) Given the reactants FC(F)(F)[C:3]1[CH:8]=[CH:7][N:6]=[C:5]([C:9]2[CH:10]=[N:11][N:12]3[CH2:17][CH2:16][NH:15][CH2:14][C:13]=23)[CH:4]=1.ClC1C=CC([F:27])=CN=1, predict the reaction product. The product is: [F:27][C:8]1[CH:3]=[CH:4][C:5]([C:9]2[CH:10]=[N:11][N:12]3[CH2:17][CH2:16][NH:15][CH2:14][C:13]=23)=[N:6][CH:7]=1. (5) The product is: [ClH:34].[O:1]([CH2:8][CH2:9][N:10]1[CH2:15][CH2:14][CH2:13][CH2:12][C@:11]1([CH3:31])[C:16]([NH:18][C@H:19]([C:21]1[CH:22]=[CH:23][C:24]([C:25]([OH:27])=[O:26])=[CH:29][CH:30]=1)[CH3:20])=[O:17])[C:2]1[CH:3]=[CH:4][CH:5]=[CH:6][CH:7]=1. Given the reactants [O:1]([CH2:8][CH2:9][N:10]1[CH2:15][CH2:14][CH2:13][CH2:12][C@:11]1([CH3:31])[C:16]([NH:18][C@H:19]([C:21]1[CH:30]=[CH:29][C:24]([C:25]([O:27]C)=[O:26])=[CH:23][CH:22]=1)[CH3:20])=[O:17])[C:2]1[CH:7]=[CH:6][CH:5]=[CH:4][CH:3]=1.[OH-].[Na+].[ClH:34].O1CCOCC1, predict the reaction product. (6) The product is: [CH2:1]([O:3][C:4]1[CH:5]=[C:6]([CH:17]=[CH:18][C:19]=1[O:20][CH2:21][C:22]1[CH:23]=[N:24][C:25]([O:28][CH3:29])=[CH:26][CH:27]=1)[CH2:7][N:8]1[C:9]2=[N:10][CH:11]=[C:12]([I:16])[CH:13]=[C:14]2[N:15]=[CH:30]1)[CH3:2]. Given the reactants [CH2:1]([O:3][C:4]1[CH:5]=[C:6]([CH:17]=[CH:18][C:19]=1[O:20][CH2:21][C:22]1[CH:23]=[N:24][C:25]([O:28][CH3:29])=[CH:26][CH:27]=1)[CH2:7][NH:8][C:9]1[C:14]([NH2:15])=[CH:13][C:12]([I:16])=[CH:11][N:10]=1)[CH3:2].[CH:30](OCC)(OCC)OCC, predict the reaction product. (7) Given the reactants [CH3:1][C:2]1[CH:9]=[C:8]([C:10]([N:12]2[CH2:21][CH2:20][C:19]3[S:18][C:17]([CH3:22])=[N:16][C:15]=3[C:14]3[CH:23]=[CH:24][CH:25]=[CH:26][C:13]2=3)=[O:11])[CH:7]=[CH:6][C:3]=1[C:4]#[N:5].[BH4-].[Na+].[NH4+].[Cl-], predict the reaction product. The product is: [NH2:5][CH2:4][C:3]1[CH:6]=[CH:7][C:8]([C:10]([N:12]2[CH2:21][CH2:20][C:19]3[S:18][C:17]([CH3:22])=[N:16][C:15]=3[C:14]3[CH:23]=[CH:24][CH:25]=[CH:26][C:13]2=3)=[O:11])=[CH:9][C:2]=1[CH3:1].